Task: Regression. Given a peptide amino acid sequence and an MHC pseudo amino acid sequence, predict their binding affinity value. This is MHC class I binding data.. Dataset: Peptide-MHC class I binding affinity with 185,985 pairs from IEDB/IMGT (1) The peptide sequence is LFGAIAGFI. The MHC is HLA-A23:01 with pseudo-sequence HLA-A23:01. The binding affinity (normalized) is 0.0899. (2) The binding affinity (normalized) is 0.195. The MHC is H-2-Kb with pseudo-sequence H-2-Kb. The peptide sequence is YASKIRKVI. (3) The peptide sequence is TPQDLNTML. The MHC is HLA-B57:01 with pseudo-sequence HLA-B57:01. The binding affinity (normalized) is 0. (4) The binding affinity (normalized) is 0.0847. The peptide sequence is IHSDQLSKF. The MHC is HLA-B57:01 with pseudo-sequence HLA-B57:01. (5) The peptide sequence is AMFIGHATA. The MHC is HLA-B46:01 with pseudo-sequence HLA-B46:01. The binding affinity (normalized) is 0.0847. (6) The peptide sequence is DLKPQNILL. The MHC is BoLA-T2b with pseudo-sequence BoLA-T2b. The binding affinity (normalized) is 0.106. (7) The peptide sequence is MTLVPVLEKK. The MHC is HLA-A03:01 with pseudo-sequence HLA-A03:01. The binding affinity (normalized) is 0.803.